From a dataset of Forward reaction prediction with 1.9M reactions from USPTO patents (1976-2016). Predict the product of the given reaction. (1) The product is: [Br:1][C:2]1[N:3]=[C:4]2[CH:10]=[CH:11][NH:9][C:5]2=[N:6][C:7]=1[Cl:8]. Given the reactants [Br:1][C:2]1[N:3]=[C:4]([C:10]#[C:11][Si](C)(C)C)[C:5]([NH2:9])=[N:6][C:7]=1[Cl:8].CC([O-])(C)C.[K+].C([O-])(O)=O.[Na+], predict the reaction product. (2) Given the reactants [CH2:1]1[CH:5]2[CH2:6][NH:7][CH2:8][CH:4]2[CH2:3][N:2]1[C:9]1[CH:18]=[N:17][C:16]2[C:11](=[CH:12][CH:13]=[CH:14][CH:15]=2)[N:10]=1.[N:19]1([C:24]2[CH:32]=[CH:31][CH:30]=[CH:29][C:25]=2[C:26](O)=[O:27])[CH:23]=[CH:22][CH:21]=[N:20]1, predict the reaction product. The product is: [N:19]1([C:24]2[CH:32]=[CH:31][CH:30]=[CH:29][C:25]=2[C:26]([N:7]2[CH2:6][CH:5]3[CH2:1][N:2]([C:9]4[CH:18]=[N:17][C:16]5[C:11](=[CH:12][CH:13]=[CH:14][CH:15]=5)[N:10]=4)[CH2:3][CH:4]3[CH2:8]2)=[O:27])[CH:23]=[CH:22][CH:21]=[N:20]1. (3) Given the reactants [CH3:1][O:2][C:3](=[O:17])[C:4]1[CH:9]=[C:8]([N:10]2[CH2:14][CH2:13][O:12][C:11]2=[O:15])[CH:7]=[C:6](Br)[CH:5]=1.[CH2:18]=[C:19]1[CH2:24][CH2:23][O:22][CH2:21][CH2:20]1.[NH:25]1[C:35]2[C:30](=[CH:31][CH:32]=[CH:33][CH:34]=2)[C:28](=O)[C:26]1=[O:27], predict the reaction product. The product is: [CH3:1][O:2][C:3](=[O:17])[C:4]1[CH:5]=[C:6]([N:25]2[C:35]3[C:30](=[CH:31][CH:32]=[CH:33][CH:34]=3)[C@:28]3([C:19]4([CH2:24][CH2:23][O:22][CH2:21][CH2:20]4)[CH2:18]3)[C:26]2=[O:27])[CH:7]=[C:8]([N:10]2[CH2:14][CH2:13][O:12][C:11]2=[O:15])[CH:9]=1. (4) The product is: [C:1]([N:9]1[C:15]2[CH:16]=[CH:17][CH:18]=[CH:19][C:14]=2[CH2:13][N:12]([S:20]([C:23]2[CH:24]=[CH:25][C:26]([O:29][CH2:30][CH:31]=[C:32]=[CH2:33])=[CH:27][CH:28]=2)(=[O:22])=[O:21])[CH:11]([C:35]([OH:37])=[O:36])[CH2:10]1)(=[O:8])[C:2]1[CH:3]=[CH:4][CH:5]=[CH:6][CH:7]=1. Given the reactants [C:1]([N:9]1[C:15]2[CH:16]=[CH:17][CH:18]=[CH:19][C:14]=2[CH2:13][N:12]([S:20]([C:23]2[CH:28]=[CH:27][C:26]([O:29][CH2:30][CH:31]=[C:32]=[CH:33]C)=[CH:25][CH:24]=2)(=[O:22])=[O:21])[CH:11]([C:35]([O:37]C)=[O:36])[CH2:10]1)(=[O:8])[C:2]1[CH:7]=[CH:6][CH:5]=[CH:4][CH:3]=1.[OH-].[Li+], predict the reaction product. (5) Given the reactants [Cl:1][C:2]1[CH:7]=[CH:6][C:5]([CH2:8][CH:9]([C:13]2[CH:18]=[CH:17][CH:16]=[CH:15][CH:14]=2)[C:10](=[O:12])[CH3:11])=[CH:4][CH:3]=1.[BH4-].[Na+], predict the reaction product. The product is: [Cl:1][C:2]1[CH:3]=[CH:4][C:5]([CH2:8][CH:9]([C:13]2[CH:14]=[CH:15][CH:16]=[CH:17][CH:18]=2)[CH:10]([OH:12])[CH3:11])=[CH:6][CH:7]=1. (6) Given the reactants O=P(Cl)(Cl)[Cl:3].[N+:6]([C:9]1[C:10](O)=[C:11]2[S:17][CH:16]=[CH:15][C:12]2=[N:13][CH:14]=1)([O-:8])=[O:7], predict the reaction product. The product is: [Cl:3][C:10]1[C:9]([N+:6]([O-:8])=[O:7])=[CH:14][N:13]=[C:12]2[CH:15]=[CH:16][S:17][C:11]=12. (7) The product is: [Cl:29][C:30]1[CH:35]=[CH:34][C:33]([C:10]2[C:9]([O:18][CH2:17][C:16]([F:20])([F:19])[F:15])=[N:8][C:7]([CH3:14])=[C:6]([CH:11]=2)[C:4]([NH:21][C@@H:22]2[CH2:27][CH2:26][CH2:25][CH2:24][C@H:23]2[OH:28])=[O:5])=[CH:32][CH:31]=1. Given the reactants C(O[C:4]([C:6]1[C:7]([CH3:14])=[N:8][C:9](Cl)=[C:10](Br)[CH:11]=1)=[O:5])C.[F:15][C:16]([F:20])([F:19])[CH2:17][OH:18].[NH2:21][C@@H:22]1[CH2:27][CH2:26][CH2:25][CH2:24][C@H:23]1[OH:28].[Cl:29][C:30]1[CH:35]=[CH:34][C:33](B(O)O)=[CH:32][CH:31]=1, predict the reaction product.